Dataset: Full USPTO retrosynthesis dataset with 1.9M reactions from patents (1976-2016). Task: Predict the reactants needed to synthesize the given product. (1) Given the product [Cl:33][C:13]1[N:12]2[N:16]=[C:17]([CH:19]3[CH2:24][CH2:23][N:22]([CH3:25])[CH2:21][CH2:20]3)[N:18]=[C:11]2[CH:10]=[C:9]([C:3]2[CH:4]=[CH:5][C:6]([Cl:8])=[CH:7][C:2]=2[Cl:1])[N:14]=1, predict the reactants needed to synthesize it. The reactants are: [Cl:1][C:2]1[CH:7]=[C:6]([Cl:8])[CH:5]=[CH:4][C:3]=1[C:9]1[NH:14][C:13](=O)[N:12]2[N:16]=[C:17]([CH:19]3[CH2:24][CH2:23][N:22]([CH3:25])[CH2:21][CH2:20]3)[N:18]=[C:11]2[CH:10]=1.C(=O)(O)[O-].[Na+].P(Cl)(Cl)([Cl:33])=O. (2) Given the product [CH3:28][N:2]([CH3:1])[CH2:3][CH2:4][CH2:5][CH:6]([C:7]1[CH:8]=[CH:9][C:10]([N:13]2[CH2:14][CH2:15][N:16]([CH2:19][C:20]3[CH:21]=[CH:22][CH:23]=[CH:24][CH:25]=3)[CH2:17][CH2:18]2)=[CH:11][CH:12]=1)[OH:26], predict the reactants needed to synthesize it. The reactants are: [CH3:1][N:2]([CH3:28])[C:3](=O)[CH2:4][CH2:5][C:6](=[O:26])[C:7]1[CH:12]=[CH:11][C:10]([N:13]2[CH2:18][CH2:17][N:16]([CH2:19][C:20]3[CH:25]=[CH:24][CH:23]=[CH:22][CH:21]=3)[CH2:15][CH2:14]2)=[CH:9][CH:8]=1.[H-].[Al+3].[Li+].[H-].[H-].[H-]. (3) Given the product [OH:3][CH2:4][CH2:5][O:6][NH:7][C:8]([C:10]1[C:11]([NH:19][C:20]2[CH:25]=[CH:24][C:23]([Br:26])=[CH:22][C:21]=2[F:27])=[CH:12][C:13]2[N:14]([CH:16]=[CH:17][N:18]=2)[N:15]=1)=[O:9], predict the reactants needed to synthesize it. The reactants are: C([O:3][CH2:4][CH2:5][O:6][NH:7][C:8]([C:10]1[C:11]([NH:19][C:20]2[CH:25]=[CH:24][C:23]([Br:26])=[CH:22][C:21]=2[F:27])=[CH:12][C:13]2[N:14]([CH:16]=[CH:17][N:18]=2)[N:15]=1)=[O:9])=C.BrC1C=CC(NC2C(C(O)=O)=NN3C=CN=C3C=2)=C(F)C=1.CCN=C=NCCCN(C)C.C1C=CC2N(O)N=NC=2C=1.C(OCCON)=C.CCN(CC)CC. (4) Given the product [C:18]([O:21][CH:22]([O:15][C:14](=[O:16])[CH2:13][CH2:12][C:11]([O:10][CH2:9][O:8][C:6](=[O:7])[CH2:5][CH2:4][C:1]([O:3][CH:22]([O:21][C:18](=[O:20])[CH3:19])[CH3:23])=[O:2])=[O:17])[CH3:23])(=[O:20])[CH3:19], predict the reactants needed to synthesize it. The reactants are: [C:1]([CH2:4][CH2:5][C:6]([O:8][CH2:9][O:10][C:11](=[O:17])[CH2:12][CH2:13][C:14]([OH:16])=[O:15])=[O:7])([OH:3])=[O:2].[C:18]([O:21][CH:22](Br)[CH3:23])(=[O:20])[CH3:19]. (5) Given the product [C:21]([O:20][C:18]([NH:17][C:15](=[NH:16])[C:12]1[CH:13]=[CH:14][C:9]([O:8][CH2:7][CH:6]([OH:25])[C:5]([OH:26])=[O:4])=[CH:10][CH:11]=1)=[O:19])([CH3:24])([CH3:22])[CH3:23], predict the reactants needed to synthesize it. The reactants are: [OH-].[Na+].C[O:4][C:5](=[O:26])[CH:6]([OH:25])[CH2:7][O:8][C:9]1[CH:14]=[CH:13][C:12]([C:15]([NH:17][C:18]([O:20][C:21]([CH3:24])([CH3:23])[CH3:22])=[O:19])=[NH:16])=[CH:11][CH:10]=1.C(O)(=O)C. (6) Given the product [Cl:1][C:2]1[CH:10]=[CH:9][CH:8]=[C:7]([Cl:11])[C:3]=1[C:4]1[C:23]([CH2:24][OH:25])=[C:22]([C@H:21]([CH3:20])[CH2:30][CH3:31])[O:6][N:5]=1, predict the reactants needed to synthesize it. The reactants are: [Cl:1][C:2]1[CH:10]=[CH:9][CH:8]=[C:7]([Cl:11])[C:3]=1[CH:4]=[N:5][OH:6].ClN1C(=O)CCC1=O.[CH3:20][CH:21]([CH2:30][CH3:31])[C:22](=O)[CH2:23][C:24](OCC)=[O:25].[O-]CC.[Na+].C(O)C.[H-].C([Al+]CC(C)C)C(C)C.C1(C)C=CC=CC=1.[C@H](O)(C([O-])=O)[C@@H](O)C([O-])=O.[Na+].[K+]. (7) Given the product [C:25]1([C:28]2[CH:29]=[CH:30][CH:31]=[CH:32][CH:33]=2)[CH:24]=[CH:23][C:22]([CH2:21][N:1]2[C:9]3[C:4](=[CH:5][CH:6]=[CH:7][C:8]=3[C:10]([O:12][CH3:13])=[O:11])[CH:3]=[CH:2]2)=[CH:27][CH:26]=1, predict the reactants needed to synthesize it. The reactants are: [NH:1]1[C:9]2[C:4](=[CH:5][CH:6]=[CH:7][C:8]=2[C:10]([O:12][CH3:13])=[O:11])[CH:3]=[CH:2]1.CC(C)([O-])C.[K+].Br[CH2:21][C:22]1[CH:27]=[CH:26][C:25]([C:28]2[CH:33]=[CH:32][CH:31]=[CH:30][CH:29]=2)=[CH:24][CH:23]=1.C(O)(=O)CC(CC(O)=O)(C(O)=O)O.